This data is from Catalyst prediction with 721,799 reactions and 888 catalyst types from USPTO. The task is: Predict which catalyst facilitates the given reaction. (1) Reactant: [O:1]=[C:2]1[CH:11](C(OC(C)(C)C)=O)[C:10]2[N:9]=[CH:8][C:7]([C:19]([F:22])([F:21])[F:20])=[CH:6][C:5]=2[CH2:4][NH:3]1.FC(F)(F)C(O)=O. Product: [F:21][C:19]([F:20])([F:22])[C:7]1[CH:8]=[N:9][C:10]2[CH2:11][C:2](=[O:1])[NH:3][CH2:4][C:5]=2[CH:6]=1. The catalyst class is: 4. (2) Reactant: [CH2:1]([N:4]([S:15]([C:18]1[CH:23]=[CH:22][CH:21]=[C:20]([C:24]([O:26]CC[Si](C)(C)C)=[O:25])[CH:19]=1)(=[O:17])=[O:16])[C:5]1[CH:14]=[CH:13][C:8]([C:9]([O:11][CH3:12])=[O:10])=[CH:7][N:6]=1)[CH2:2][CH3:3].CCCC[N+](CCCC)(CCCC)CCCC.[F-].Cl. Product: [CH3:12][O:11][C:9]([C:8]1[CH:13]=[CH:14][C:5]([N:4]([CH2:1][CH2:2][CH3:3])[S:15]([C:18]2[CH:19]=[C:20]([CH:21]=[CH:22][CH:23]=2)[C:24]([OH:26])=[O:25])(=[O:16])=[O:17])=[N:6][CH:7]=1)=[O:10]. The catalyst class is: 1. (3) Reactant: [CH2:1]([CH:5]1[CH2:13][C:12]2[C:7](=[CH:8][CH:9]=[C:10]([O:14][CH3:15])[CH:11]=2)[C:6]1=[O:16])[CH2:2][CH2:3][CH3:4].[H-].[Na+].[CH2:19](I)[CH:20]=[CH2:21]. Product: [CH2:21]([C:5]1([CH2:1][CH2:2][CH2:3][CH3:4])[CH2:13][C:12]2[C:7](=[CH:8][CH:9]=[C:10]([O:14][CH3:15])[CH:11]=2)[C:6]1=[O:16])[CH:20]=[CH2:19]. The catalyst class is: 9. (4) Reactant: [CH3:1][N:2]1[CH:6]=[C:5]([N:7]2[C:19]3[C:18]4[CH:17]=[C:16]([C:20]5[CH:21]=[C:22]6[CH:28]=[CH:27][NH:26][C:23]6=[N:24][CH:25]=5)[CH:15]=[CH:14][C:13]=4[N:12]=[CH:11][C:10]=3[N:9]([CH3:29])[C:8]2=[O:30])[C:4]([CH3:31])=[N:3]1.[H-].[Na+].I[CH3:35]. Product: [CH3:1][N:2]1[CH:6]=[C:5]([N:7]2[C:19]3[C:18]4[CH:17]=[C:16]([C:20]5[CH:21]=[C:22]6[CH:28]=[CH:27][N:26]([CH3:35])[C:23]6=[N:24][CH:25]=5)[CH:15]=[CH:14][C:13]=4[N:12]=[CH:11][C:10]=3[N:9]([CH3:29])[C:8]2=[O:30])[C:4]([CH3:31])=[N:3]1. The catalyst class is: 121. (5) The catalyst class is: 2. Product: [C:17]([O:20][C:21]([CH3:26])([CH3:25])[C:22]([NH:16][NH:15][C:13]([C:10]1[S:11][CH:12]=[C:8]([CH2:7][CH:1]2[CH2:2][CH2:3][CH2:4][CH2:5][CH2:6]2)[N:9]=1)=[O:14])=[O:23])(=[O:19])[CH3:18]. Reactant: [CH:1]1([CH2:7][C:8]2[N:9]=[C:10]([C:13]([NH:15][NH2:16])=[O:14])[S:11][CH:12]=2)[CH2:6][CH2:5][CH2:4][CH2:3][CH2:2]1.[C:17]([O:20][C:21]([CH3:26])([CH3:25])[C:22](Cl)=[O:23])(=[O:19])[CH3:18]. (6) Reactant: [NH2:1][C:2]1[N:3]=[C:4]([C:28]2[O:29][CH:30]=[CH:31][CH:32]=2)[C:5]2[N:10]=[N:9][N:8]([CH2:11][C:12]3[CH:20]=[C:19]4[C:15]([CH:16]=[CH:17][N:18]4C(OC(C)(C)C)=O)=[CH:14][CH:13]=3)[C:6]=2[N:7]=1.C[O-].[Na+]. Product: [O:29]1[CH:30]=[CH:31][CH:32]=[C:28]1[C:4]1[C:5]2[N:10]=[N:9][N:8]([CH2:11][C:12]3[CH:20]=[C:19]4[C:15]([CH:16]=[CH:17][NH:18]4)=[CH:14][CH:13]=3)[C:6]=2[N:7]=[C:2]([NH2:1])[N:3]=1. The catalyst class is: 5.